Task: Predict the product of the given reaction.. Dataset: Forward reaction prediction with 1.9M reactions from USPTO patents (1976-2016) (1) The product is: [Cl-:1].[CH3:8][N+:9]1[CH:13]=[CH:12][N:11]([CH2:2][CH2:3][CH2:4][CH2:5][CH:6]=[CH2:7])[CH:10]=1. Given the reactants [Cl:1][CH2:2][CH2:3][CH2:4][CH2:5][CH:6]=[CH2:7].[CH3:8][N:9]1[CH:13]=[CH:12][N:11]=[CH:10]1, predict the reaction product. (2) Given the reactants [N:1]1[C:10]2[C:5](=[CH:6][CH:7]=[CH:8][C:9]=2[O:11][C@H:12]([CH3:17])[C:13]([O:15]C)=O)[CH:4]=[CH:3][CH:2]=1.[NH2:18][CH2:19][C@@H:20]([OH:31])[CH2:21][N:22]1[CH2:30][C:29]2[C:24](=[CH:25][CH:26]=[CH:27][CH:28]=2)[CH2:23]1, predict the reaction product. The product is: [OH:31][C@@H:20]([CH2:21][N:22]1[CH2:23][C:24]2[C:29](=[CH:28][CH:27]=[CH:26][CH:25]=2)[CH2:30]1)[CH2:19][NH:18][C:13](=[O:15])[C@H:12]([O:11][C:9]1[CH:8]=[CH:7][CH:6]=[C:5]2[C:10]=1[N:1]=[CH:2][CH:3]=[CH:4]2)[CH3:17].